Dataset: Forward reaction prediction with 1.9M reactions from USPTO patents (1976-2016). Task: Predict the product of the given reaction. (1) Given the reactants [F:1][C:2]1[CH:3]=[CH:4][C:5]2[N:9]=[C:8]([C@@H:10]([NH2:12])[CH3:11])[N:7]([CH2:13][CH2:14][O:15][CH3:16])[C:6]=2[C:17]=1[C:18]1[CH:23]=[CH:22][CH:21]=[CH:20][N:19]=1.[NH2:24][C:25]1[C:30]([C:31]#[N:32])=[C:29](Cl)[N:28]=[CH:27][N:26]=1.CCN(C(C)C)C(C)C, predict the reaction product. The product is: [NH2:24][C:25]1[C:30]([C:31]#[N:32])=[C:29]([NH:12][C@H:10]([C:8]2[N:7]([CH2:13][CH2:14][O:15][CH3:16])[C:6]3[C:17]([C:18]4[CH:23]=[CH:22][CH:21]=[CH:20][N:19]=4)=[C:2]([F:1])[CH:3]=[CH:4][C:5]=3[N:9]=2)[CH3:11])[N:28]=[CH:27][N:26]=1. (2) Given the reactants [CH3:1][N:2]1[C:10]2[C:5](=[C:6]([F:12])[C:7]([OH:11])=[CH:8][CH:9]=2)[CH:4]=[C:3]1[CH3:13].[P:14](Cl)(Cl)(Cl)=[O:15].Cl.[CH:20]([O:23][C:24](=[O:28])[C@H:25]([CH3:27])[NH2:26])([CH3:22])[CH3:21].FC1C(O)=C(F)C(F)=C(F)C=1F.[F:41][C@:42]1([CH3:58])[C@H:46]([OH:47])[C@@H:45]([CH2:48][OH:49])[O:44][C@H:43]1[N:50]1[CH:57]=[CH:56][C:54](=[O:55])[NH:53][C:51]1=[O:52], predict the reaction product. The product is: [CH:20]([O:23][C:24](=[O:28])[C@@H:25]([NH:26][P@@:14]([O:11][C:7]1[C:6]([F:12])=[C:5]2[C:10](=[CH:9][CH:8]=1)[N:2]([CH3:1])[C:3]([CH3:13])=[CH:4]2)([O:49][CH2:48][C@@H:45]1[C@@H:46]([OH:47])[C@:42]([F:41])([CH3:58])[C@H:43]([N:50]2[CH:57]=[CH:56][C:54](=[O:55])[NH:53][C:51]2=[O:52])[O:44]1)=[O:15])[CH3:27])([CH3:22])[CH3:21]. (3) Given the reactants C(OC(=O)[NH:7][C@H:8]([CH:11]([C:13]1[O:14][C:15]2[CH:21]=[CH:20][CH:19]=[CH:18][C:16]=2[N:17]=1)[OH:12])[CH2:9][CH3:10])(C)(C)C.[C:23]([OH:29])([C:25]([F:28])([F:27])[F:26])=[O:24], predict the reaction product. The product is: [OH:29][C:23]([C:25]([F:28])([F:27])[F:26])=[O:24].[NH2:7][CH:8]([CH2:9][CH3:10])[C@@H:11]([C:13]1[O:14][C:15]2[CH:21]=[CH:20][CH:19]=[CH:18][C:16]=2[N:17]=1)[OH:12]. (4) Given the reactants [NH2:1][C:2]1[S:3][CH2:4][C@@H:5]2[CH2:11][C@H:10]([CH:12]3[CH2:14][CH2:13]3)[O:9][CH2:8][C@:6]2([C:15]2[CH:16]=[C:17]([CH:20]=[CH:21][C:22]=2[F:23])[C:18]#[N:19])[N:7]=1.[NH3:24].[C:25](#[N:27])C, predict the reaction product. The product is: [F:23][C:22]1[CH:21]=[CH:20][C:17]([CH2:18][NH:19][C@H:6]([CH3:5])[CH2:8][O:9][CH3:10])=[CH:16][C:15]=1[C@:6]12[CH2:8][O:9][C@@H:10]([C:12]3[CH:13]=[N:24][N:27]([CH3:25])[CH:14]=3)[CH2:11][C@H:5]1[CH2:4][S:3][C:2]([NH2:1])=[N:7]2. (5) Given the reactants [Br:1][C:2]1[CH:3]=[CH:4][C:5]([C:14]([OH:16])=O)=[N:6][C:7]=1[O:8][CH2:9][C:10]([F:13])([F:12])[F:11].[CH3:17][C:18]([CH3:25])([C:20]1[S:21][CH:22]=[CH:23][N:24]=1)[NH2:19], predict the reaction product. The product is: [CH3:17][C:18]([NH:19][C:14]([C:5]1[CH:4]=[CH:3][C:2]([Br:1])=[C:7]([O:8][CH2:9][C:10]([F:11])([F:12])[F:13])[N:6]=1)=[O:16])([C:20]1[S:21][CH:22]=[CH:23][N:24]=1)[CH3:25].